From a dataset of Peptide-MHC class I binding affinity with 185,985 pairs from IEDB/IMGT. Regression. Given a peptide amino acid sequence and an MHC pseudo amino acid sequence, predict their binding affinity value. This is MHC class I binding data. (1) The peptide sequence is LANPTADDF. The MHC is HLA-B39:01 with pseudo-sequence HLA-B39:01. The binding affinity (normalized) is 0.0847. (2) The peptide sequence is GFELTSMKY. The MHC is HLA-A23:01 with pseudo-sequence HLA-A23:01. The binding affinity (normalized) is 0. (3) The peptide sequence is GLLYFILFFV. The MHC is HLA-A02:02 with pseudo-sequence HLA-A02:02. The binding affinity (normalized) is 0.542. (4) The peptide sequence is MGMGVTYLA. The MHC is HLA-A68:02 with pseudo-sequence HLA-A68:02. The binding affinity (normalized) is 0.680. (5) The peptide sequence is NMYSEICYS. The MHC is HLA-B46:01 with pseudo-sequence HLA-B46:01. The binding affinity (normalized) is 0.0847.